Dataset: Forward reaction prediction with 1.9M reactions from USPTO patents (1976-2016). Task: Predict the product of the given reaction. (1) Given the reactants O[CH2:2][CH2:3][CH2:4][C:5]1[N:9]([C:10]2[CH:15]=[CH:14][C:13]([C:16]([NH:18][CH2:19][C:20]([F:23])([F:22])[F:21])=[O:17])=[CH:12][CH:11]=2)[N:8]=[N:7][C:6]=1[C:24]([NH2:26])=[O:25].C1(P([C:40]2[CH:45]=[CH:44]C=CC=2)C2C=CC=CC=2)C=CC=CC=1.[Br:46]C(Br)(Br)Br, predict the reaction product. The product is: [Br:46][CH2:2][CH2:3][CH2:4][C:5]1[N:9]([C:10]2[CH:11]=[CH:12][C:13]([C:16]([NH:18][CH2:19][C:20]([F:22])([F:21])[F:23])=[O:17])=[CH:14][CH:15]=2)[N:8]=[N:7][C:6]=1[C:24]([NH:26][CH:44]1[CH2:45][CH2:40]1)=[O:25]. (2) Given the reactants C([C:3]1[CH:8]=[CH:7][C:6]([C:9]#[C:10][C:11]2[CH:16]=[CH:15][C:14]([C:17]3([NH:21][C:22](=[O:28])[O:23][C:24]([CH3:27])([CH3:26])[CH3:25])[CH2:20][CH2:19][CH2:18]3)=[CH:13][CH:12]=2)=[C:5]([O:29][CH3:30])[CH:4]=1)#N.BrC1C=C(C=CC=1OC)[C:35]#[N:36], predict the reaction product. The product is: [C:35]([C:8]1[CH:3]=[CH:4][C:5]([O:29][CH3:30])=[C:6]([C:9]#[C:10][C:11]2[CH:12]=[CH:13][C:14]([C:17]3([NH:21][C:22](=[O:28])[O:23][C:24]([CH3:26])([CH3:27])[CH3:25])[CH2:18][CH2:19][CH2:20]3)=[CH:15][CH:16]=2)[CH:7]=1)#[N:36]. (3) Given the reactants [C:1]([N:9]1[CH2:12][CH:11]([CH2:13][N:14]2[C:18]3[N:19]=[C:20]([C:29]4[CH:34]=[CH:33][C:32]([NH:35][C:36]([NH:38][C:39]5[CH:44]=[CH:43][CH:42]=[CH:41][CH:40]=5)=[O:37])=[CH:31][CH:30]=4)[N:21]=[C:22]([N:23]4[CH2:28][CH2:27][O:26][CH2:25][CH2:24]4)[C:17]=3[N:16]=[N:15]2)[CH2:10]1)(=O)[C:2]1[CH:7]=[CH:6][CH:5]=[CH:4][CH:3]=1.[CH3:45][N:46]([CH3:59])[CH2:47][CH2:48][CH2:49][O:50]C1C=CC(C=O)=CC=1.[BH3-]C#N.[Na+], predict the reaction product. The product is: [CH3:45][N:46]([CH3:59])[CH2:47][CH2:48][CH2:49][O:50][C:5]1[CH:6]=[CH:7][C:2]([CH2:1][N:9]2[CH2:10][CH:11]([CH2:13][N:14]3[C:18]4[N:19]=[C:20]([C:29]5[CH:34]=[CH:33][C:32]([NH:35][C:36]([NH:38][C:39]6[CH:40]=[CH:41][CH:42]=[CH:43][CH:44]=6)=[O:37])=[CH:31][CH:30]=5)[N:21]=[C:22]([N:23]5[CH2:28][CH2:27][O:26][CH2:25][CH2:24]5)[C:17]=4[N:16]=[N:15]3)[CH2:12]2)=[CH:3][CH:4]=1. (4) Given the reactants [NH2:1][C:2]1[N:7]=[CH:6][C:5]([CH:8]2[CH2:13][CH2:12][S:11](=[O:15])(=[O:14])[CH2:10][CH2:9]2)=[CH:4][C:3]=1Br.[B:17]1([B:17]2[O:21][C:20]([CH3:23])([CH3:22])[C:19]([CH3:25])([CH3:24])[O:18]2)[O:21][C:20]([CH3:23])([CH3:22])[C:19]([CH3:25])([CH3:24])[O:18]1.C([O-])(=O)C.[K+], predict the reaction product. The product is: [NH2:1][C:2]1[N:7]=[CH:6][C:5]([CH:8]2[CH2:13][CH2:12][S:11](=[O:15])(=[O:14])[CH2:10][CH2:9]2)=[CH:4][C:3]=1[B:17]1[O:21][C:20]([CH3:23])([CH3:22])[C:19]([CH3:25])([CH3:24])[O:18]1. (5) The product is: [CH3:21][CH:16]([CH2:17][CH2:18][CH2:19][CH3:20])[CH2:15][CH:14]([C:11]1[CH:10]=[CH:9][C:8]([C:7]([NH:6][CH2:5][CH2:4][C:3]([OH:31])=[O:2])=[O:30])=[CH:13][CH:12]=1)[S:22][C:23]1[CH:24]=[CH:25][C:26]([C:44]2[CH:43]=[CH:42][C:41]([O:40][C:39]([F:51])([F:50])[F:38])=[CH:46][CH:45]=2)=[CH:27][CH:28]=1. Given the reactants C[O:2][C:3](=[O:31])[CH2:4][CH2:5][NH:6][C:7](=[O:30])[C:8]1[CH:13]=[CH:12][C:11]([CH:14]([S:22][C:23]2[CH:28]=[CH:27][C:26](Br)=[CH:25][CH:24]=2)[CH2:15][CH:16]([CH3:21])[CH2:17][CH2:18][CH2:19][CH3:20])=[CH:10][CH:9]=1.C(=O)([O-])[O-].[K+].[K+].[F:38][C:39]([F:51])([F:50])[O:40][C:41]1[CH:42]=[C:43](B(O)O)[CH:44]=[CH:45][CH:46]=1, predict the reaction product. (6) Given the reactants C([O:4][CH2:5][C:6]1[N:7]([CH2:28][C:29]([OH:32])([CH3:31])[CH3:30])[C:8]2[C:17]3[CH:16]=[CH:15][C:14]([O:18][CH2:19][C:20]4[CH:25]=[CH:24][CH:23]=[CH:22][CH:21]=4)=[CH:13][C:12]=3[N:11]=[C:10]([NH2:26])[C:9]=2[N:27]=1)(=O)C.[OH-].[Na+], predict the reaction product. The product is: [NH2:26][C:10]1[C:9]2[N:27]=[C:6]([CH2:5][OH:4])[N:7]([CH2:28][C:29]([CH3:31])([OH:32])[CH3:30])[C:8]=2[C:17]2[CH:16]=[CH:15][C:14]([O:18][CH2:19][C:20]3[CH:21]=[CH:22][CH:23]=[CH:24][CH:25]=3)=[CH:13][C:12]=2[N:11]=1.